This data is from Forward reaction prediction with 1.9M reactions from USPTO patents (1976-2016). The task is: Predict the product of the given reaction. (1) Given the reactants C1(C2OC=C(C3C=CC(N)=CC=3)N=2)C=CC=CC=1.[Cl:19][C:20]1[CH:45]=[C:44](Cl)[CH:43]=[CH:42][C:21]=1[C:22]([NH:24][C:25]1[CH:30]=[CH:29][C:28]([C:31]2[N:32]=[C:33]([C:36]3[CH:41]=[CH:40][CH:39]=[CH:38][CH:37]=3)[O:34][CH:35]=2)=[CH:27][CH:26]=1)=[O:23].ClC1C=CC=CC=1C(Cl)=O, predict the reaction product. The product is: [Cl:19][C:20]1[CH:45]=[CH:44][CH:43]=[CH:42][C:21]=1[C:22]([NH:24][C:25]1[CH:26]=[CH:27][C:28]([C:31]2[N:32]=[C:33]([C:36]3[CH:41]=[CH:40][CH:39]=[CH:38][CH:37]=3)[O:34][CH:35]=2)=[CH:29][CH:30]=1)=[O:23]. (2) Given the reactants [CH3:1][O:2][C:3]1[CH:4]=[C:5]([CH:8]=[CH:9][C:10]=1[N+:11]([O-:13])=[O:12])[C:6]#[N:7].C[O:15]C1C=C(C=CC=1[N+]([O-])=O)C(O)=O.C(Cl)(=O)C(Cl)=O, predict the reaction product. The product is: [CH3:1][O:2][C:3]1[CH:4]=[C:5]([CH:8]=[CH:9][C:10]=1[N+:11]([O-:13])=[O:12])[C:6]([NH2:7])=[O:15].